Dataset: Catalyst prediction with 721,799 reactions and 888 catalyst types from USPTO. Task: Predict which catalyst facilitates the given reaction. (1) Reactant: [OH:1][C:2]1[CH:9]=[C:8]([O:10][CH2:11][CH2:12][O:13][CH3:14])[CH:7]=[CH:6][C:3]=1[CH:4]=[O:5].C(=O)([O-])[O-].[K+].[K+].[CH2:21](Br)[C:22]1[CH:27]=[CH:26][CH:25]=[CH:24][CH:23]=1.O. Product: [CH2:21]([O:1][C:2]1[CH:9]=[C:8]([O:10][CH2:11][CH2:12][O:13][CH3:14])[CH:7]=[CH:6][C:3]=1[CH:4]=[O:5])[C:22]1[CH:27]=[CH:26][CH:25]=[CH:24][CH:23]=1. The catalyst class is: 9. (2) Reactant: C(N)C1C=CC=CC=1.C([C:12]([F:23])([F:22])[C:13]1[N:14]=[CH:15][C:16]([C:19]([OH:21])=[O:20])=[N:17][CH:18]=1)(O)=O.P(=O)(O)(O)O.[OH-].[Na+].C(OC(C)C)(=O)C.Cl. Product: [F:23][CH:12]([F:22])[C:13]1[N:14]=[CH:15][C:16]([C:19]([OH:21])=[O:20])=[N:17][CH:18]=1. The catalyst class is: 93. (3) The catalyst class is: 3. Product: [Cl:3][C:4]1[CH:9]=[CH:8][C:7]([N:10]2[C:18]([N:19]([CH:20]3[CH2:25][CH2:24][CH2:23][CH2:22][CH2:21]3)[C:33](=[O:34])[CH2:32][CH:26]3[CH2:31][CH2:30][CH2:29][CH2:28][CH2:27]3)=[C:17]3[C:12]([CH:13]=[CH:14][CH:15]=[CH:16]3)=[N:11]2)=[CH:6][CH:5]=1. Reactant: [H-].[Na+].[Cl:3][C:4]1[CH:9]=[CH:8][C:7]([N:10]2[C:18]([NH:19][CH:20]3[CH2:25][CH2:24][CH2:23][CH2:22][CH2:21]3)=[C:17]3[C:12]([CH:13]=[CH:14][CH:15]=[CH:16]3)=[N:11]2)=[CH:6][CH:5]=1.[CH:26]1([CH2:32][C:33](Cl)=[O:34])[CH2:31][CH2:30][CH2:29][CH2:28][CH2:27]1.C(OC(C)=O)(C)C.[Cl-].[Na+].O. (4) Reactant: [CH3:1][C:2]1[O:6][C:5]([C:7]2[CH:12]=[CH:11][CH:10]=[CH:9][CH:8]=2)=[N:4][C:3]=1[CH2:13][O:14][C:15]1[CH:19]=[C:18]([C:20](OC)=[O:21])[O:17][N:16]=1.[H-].C([Al+]CC(C)C)C(C)C.Cl. Product: [CH3:1][C:2]1[O:6][C:5]([C:7]2[CH:8]=[CH:9][CH:10]=[CH:11][CH:12]=2)=[N:4][C:3]=1[CH2:13][O:14][C:15]1[CH:19]=[C:18]([CH2:20][OH:21])[O:17][N:16]=1. The catalyst class is: 7. (5) Reactant: Br[C:2]1[CH:7]=[C:6]([F:8])[CH:5]=[CH:4][C:3]=1[O:9][CH2:10][CH2:11][O:12][CH3:13].[B:14]1([B:14]2[O:18][C:17]([CH3:20])([CH3:19])[C:16]([CH3:22])([CH3:21])[O:15]2)[O:18][C:17]([CH3:20])([CH3:19])[C:16]([CH3:22])([CH3:21])[O:15]1.C([O-])(=O)C.[K+]. Product: [F:8][C:6]1[CH:5]=[CH:4][C:3]([O:9][CH2:10][CH2:11][O:12][CH3:13])=[C:2]([B:14]2[O:18][C:17]([CH3:20])([CH3:19])[C:16]([CH3:22])([CH3:21])[O:15]2)[CH:7]=1. The catalyst class is: 9. (6) Reactant: FC1C=CC=CC=1C1[C:9](=[O:23])[C:10]([C:15]2[CH:20]=[CH:19][CH:18]=[C:17]([O:21][CH3:22])[CH:16]=2)=[C:11]([CH3:14])[C:12]=1[OH:13].NN. Product: [CH3:22][O:21][C:17]1[CH:16]=[C:15]([C:10]2[C:9](=[O:23])[O:13][CH2:12][C:11]=2[CH3:14])[CH:20]=[CH:19][CH:18]=1. The catalyst class is: 8.